Dataset: NCI-60 drug combinations with 297,098 pairs across 59 cell lines. Task: Regression. Given two drug SMILES strings and cell line genomic features, predict the synergy score measuring deviation from expected non-interaction effect. (1) Drug 1: C1=C(C(=O)NC(=O)N1)N(CCCl)CCCl. Drug 2: CC(C)(C#N)C1=CC(=CC(=C1)CN2C=NC=N2)C(C)(C)C#N. Cell line: HCT116. Synergy scores: CSS=33.9, Synergy_ZIP=0.206, Synergy_Bliss=2.34, Synergy_Loewe=2.88, Synergy_HSA=2.67. (2) Drug 1: C1=C(C(=O)NC(=O)N1)F. Drug 2: CC1=C(C=C(C=C1)C(=O)NC2=CC(=CC(=C2)C(F)(F)F)N3C=C(N=C3)C)NC4=NC=CC(=N4)C5=CN=CC=C5. Cell line: BT-549. Synergy scores: CSS=25.6, Synergy_ZIP=-3.40, Synergy_Bliss=-5.55, Synergy_Loewe=-10.5, Synergy_HSA=-10.4. (3) Drug 1: CCC(=C(C1=CC=CC=C1)C2=CC=C(C=C2)OCCN(C)C)C3=CC=CC=C3.C(C(=O)O)C(CC(=O)O)(C(=O)O)O. Drug 2: C1CN(CCN1C(=O)CCBr)C(=O)CCBr. Cell line: SNB-19. Synergy scores: CSS=3.41, Synergy_ZIP=1.33, Synergy_Bliss=2.97, Synergy_Loewe=-7.19, Synergy_HSA=-1.88. (4) Drug 1: COC1=CC(=CC(=C1O)OC)C2C3C(COC3=O)C(C4=CC5=C(C=C24)OCO5)OC6C(C(C7C(O6)COC(O7)C8=CC=CS8)O)O. Drug 2: C1C(C(OC1N2C=NC3=C(N=C(N=C32)Cl)N)CO)O. Cell line: UACC-257. Synergy scores: CSS=3.51, Synergy_ZIP=-2.55, Synergy_Bliss=-4.62, Synergy_Loewe=-7.78, Synergy_HSA=-7.05. (5) Drug 1: CNC(=O)C1=CC=CC=C1SC2=CC3=C(C=C2)C(=NN3)C=CC4=CC=CC=N4. Drug 2: COCCOC1=C(C=C2C(=C1)C(=NC=N2)NC3=CC=CC(=C3)C#C)OCCOC.Cl. Cell line: SR. Synergy scores: CSS=65.4, Synergy_ZIP=5.39, Synergy_Bliss=9.22, Synergy_Loewe=-16.1, Synergy_HSA=9.45. (6) Drug 1: CS(=O)(=O)CCNCC1=CC=C(O1)C2=CC3=C(C=C2)N=CN=C3NC4=CC(=C(C=C4)OCC5=CC(=CC=C5)F)Cl. Drug 2: CCC1(CC2CC(C3=C(CCN(C2)C1)C4=CC=CC=C4N3)(C5=C(C=C6C(=C5)C78CCN9C7C(C=CC9)(C(C(C8N6C)(C(=O)OC)O)OC(=O)C)CC)OC)C(=O)OC)O.OS(=O)(=O)O. Cell line: RPMI-8226. Synergy scores: CSS=32.6, Synergy_ZIP=13.8, Synergy_Bliss=19.4, Synergy_Loewe=7.05, Synergy_HSA=11.3.